From a dataset of Reaction yield outcomes from USPTO patents with 853,638 reactions. Predict the reaction yield, written as a fraction of the theoretical maximum amount of product (1.0 means a 100% yield; for example, 0.34 means a 34% yield). (1) The reactants are [NH:1]1[C:5]2[CH:6]=[CH:7][CH:8]=[CH:9][C:4]=2[N:3]=[CH:2]1.C(=O)([O-])[O-].[K+].[K+].[Br:16][C:17]1[CH:22]=[C:21]([CH2:23]Br)[CH:20]=[CH:19][C:18]=1[O:25][CH3:26]. The catalyst is CN(C=O)C. The product is [Br:16][C:17]1[CH:22]=[C:21]([CH:20]=[CH:19][C:18]=1[O:25][CH3:26])[CH2:23][N:1]1[C:5]2[CH:6]=[CH:7][CH:8]=[CH:9][C:4]=2[N:3]=[CH:2]1. The yield is 0.480. (2) The reactants are C1CCN2C(=NCCC2)CC1.[Cl:12][C:13]1[CH:49]=[CH:48][C:16]([CH2:17][N:18]2[C:23](=[O:24])[C:22]([C:25]3[O:26][C:27](=[CH2:30])[CH2:28][N:29]=3)=[CH:21][N:20]=[C:19]2[NH:31][C:32]2[CH:37]=[CH:36][C:35]([O:38][CH2:39][C:40]3[CH:45]=[CH:44][C:43]([O:46][CH3:47])=[CH:42][CH:41]=3)=[CH:34][CH:33]=2)=[CH:15][CH:14]=1.C1(C)C=CC=CC=1. The catalyst is O. The product is [Cl:12][C:13]1[CH:49]=[CH:48][C:16]([CH2:17][N:18]2[C:23](=[O:24])[C:22]([C:25]3[O:26][C:27]([CH3:30])=[CH:28][N:29]=3)=[CH:21][N:20]=[C:19]2[NH:31][C:32]2[CH:37]=[CH:36][C:35]([O:38][CH2:39][C:40]3[CH:45]=[CH:44][C:43]([O:46][CH3:47])=[CH:42][CH:41]=3)=[CH:34][CH:33]=2)=[CH:15][CH:14]=1. The yield is 0.640. (3) The reactants are [S:1]1[C:5]2[CH:6]=[C:7]([N:10]3[CH2:14][CH2:13][NH:12][C:11]3=[O:15])[CH:8]=[CH:9][C:4]=2[N:3]=[CH:2]1.Br[C:17]1[C:18]([CH3:24])=[CH:19][C:20]([F:23])=[N:21][CH:22]=1.CN[C@@H]1CCCC[C@H]1NC.P([O-])([O-])([O-])=O.[K+].[K+].[K+]. The catalyst is [Cu](I)I.O1CCOCC1. The product is [S:1]1[C:5]2[CH:6]=[C:7]([N:10]3[CH2:14][CH2:13][N:12]([C:17]4[CH:22]=[N:21][C:20]([F:23])=[CH:19][C:18]=4[CH3:24])[C:11]3=[O:15])[CH:8]=[CH:9][C:4]=2[N:3]=[CH:2]1. The yield is 0.289. (4) The reactants are FC(F)(F)C(O)=O.[CH:8]([N:11]1[C:15]([C:16]2[N:25]=[C:24]3[N:18]([CH2:19][CH2:20][O:21][C:22]4[CH:29]=[C:28]([CH:30]5[CH2:35][CH2:34][NH:33][CH2:32][CH2:31]5)[CH:27]=[CH:26][C:23]=43)[CH:17]=2)=[N:14][CH:13]=[N:12]1)([CH3:10])[CH3:9].C(=O)([O-])[O-].[K+].[K+].Br[CH2:43][CH2:44][O:45][CH:46]1[CH2:51][CH2:50][CH2:49][CH2:48][O:47]1. The catalyst is CN(C=O)C.C(Cl)Cl. The product is [CH:8]([N:11]1[C:15]([C:16]2[N:25]=[C:24]3[N:18]([CH2:19][CH2:20][O:21][C:22]4[CH:29]=[C:28]([CH:30]5[CH2:35][CH2:34][N:33]([CH2:43][CH2:44][O:45][CH:46]6[CH2:51][CH2:50][CH2:49][CH2:48][O:47]6)[CH2:32][CH2:31]5)[CH:27]=[CH:26][C:23]=43)[CH:17]=2)=[N:14][CH:13]=[N:12]1)([CH3:10])[CH3:9]. The yield is 0.480. (5) The reactants are [C:1]([OH:4])(=[O:3])[CH3:2].C(C1C=CC(C2C=CC(O)=C(C3NC4C=CC(C(N)=N)=CC=4N=3)C=2)=CC=1)(=N)N.O[NH:34][C:35]([C:37]1[CH:64]=[CH:63][C:40]2[NH:41][C:42]([C:44]3[CH:45]=[C:46]([C:53]4[CH:58]=[CH:57][C:56]([C:59](=[NH:62])[NH:60]O)=[CH:55][CH:54]=4)[CH:47]=[C:48]([O:51][CH3:52])[C:49]=3[OH:50])=[N:43][C:39]=2[CH:38]=1)=[NH:36].CC(C)C.N.C(C1C=CC(C2C=C(OC)C(O)=C(C3NC4C=CC(C#N)=CC=4N=3)C=2)=CC=1)#N. No catalyst specified. The product is [C:1]([OH:4])(=[O:3])[CH3:2].[C:59]([C:56]1[CH:55]=[CH:54][C:53]([C:46]2[CH:47]=[C:48]([O:51][CH3:52])[C:49]([OH:50])=[C:44]([C:42]3[NH:41][C:40]4[CH:63]=[CH:64][C:37]([C:35]([NH2:36])=[NH:34])=[CH:38][C:39]=4[N:43]=3)[CH:45]=2)=[CH:58][CH:57]=1)(=[NH:60])[NH2:62]. The yield is 0.750. (6) The reactants are [CH2:1]([O:8][C:9]([NH:11][C@H:12]([CH2:40]Br)[CH2:13][O:14][C:15]1[CH:20]=[CH:19][CH:18]=[CH:17][C:16]=1[C:21]1[NH:25][C:24]2[C:26]([CH3:33])=[C:27]([C:29]([O:31][CH3:32])=[O:30])[S:28][C:23]=2[C:22]=1[CH:34]1[CH2:39][CH2:38][CH2:37][CH2:36][CH2:35]1)=[O:10])[C:2]1[CH:7]=[CH:6][CH:5]=[CH:4][CH:3]=1.[H-].[Na+]. The catalyst is CN(C=O)C. The product is [CH2:1]([O:8][C:9]([NH:11][C@@H:12]1[CH2:40][N:25]2[C:24]3[C:26]([CH3:33])=[C:27]([C:29]([O:31][CH3:32])=[O:30])[S:28][C:23]=3[C:22]([CH:34]3[CH2:39][CH2:38][CH2:37][CH2:36][CH2:35]3)=[C:21]2[C:16]2[CH:17]=[CH:18][CH:19]=[CH:20][C:15]=2[O:14][CH2:13]1)=[O:10])[C:2]1[CH:7]=[CH:6][CH:5]=[CH:4][CH:3]=1. The yield is 0.450.